Dataset: Forward reaction prediction with 1.9M reactions from USPTO patents (1976-2016). Task: Predict the product of the given reaction. (1) Given the reactants [CH2:1]([NH:6][C:7]1[CH:16]=[CH:15][C:10]([C:11]([O:13][CH3:14])=[O:12])=[CH:9][CH:8]=1)[CH2:2][CH2:3][CH2:4][CH3:5].[Cl:17][C:18](Cl)([O:20]C(=O)OC(Cl)(Cl)Cl)Cl, predict the reaction product. The product is: [CH3:14][O:13][C:11]([C:10]1[CH:9]=[CH:8][C:7]([N:6]([CH2:1][CH2:2][CH2:3][CH2:4][CH3:5])[C:18]([Cl:17])=[O:20])=[CH:16][CH:15]=1)=[O:12]. (2) Given the reactants [OH:1]OS([O-])=O.[K+].[CH3:7][S:8][C:9]1[N:10]([C:20]2[CH:25]=[CH:24][C:23]([O:26][CH2:27][C:28]([F:31])([F:30])[F:29])=[CH:22][CH:21]=2)[C:11](=[O:19])[C:12]2[CH2:17][C:16](=[O:18])[NH:15][C:13]=2[N:14]=1.CO, predict the reaction product. The product is: [CH3:7][S:8]([C:9]1[N:10]([C:20]2[CH:21]=[CH:22][C:23]([O:26][CH2:27][C:28]([F:29])([F:31])[F:30])=[CH:24][CH:25]=2)[C:11](=[O:19])[C:12]2[CH2:17][C:16](=[O:18])[NH:15][C:13]=2[N:14]=1)=[O:1].